Dataset: Human Reference Interactome with 51,813 positive PPI pairs across 8,248 proteins, plus equal number of experimentally-validated negative pairs. Task: Binary Classification. Given two protein amino acid sequences, predict whether they physically interact or not. (1) Protein 1 (ENSG00000076662) has sequence MATMVPSVLWPRACWTLLVCCLLTPGVQGQEFLLRVEPQNPVLSAGGSLFVNCSTDCPSSEKIALETSLSKELVASGMGWAAFNLSNVTGNSRILCSVYCNGSQITGSSNITVYRLPERVELAPLPPWQPVGQNFTLRCQVEDGSPRTSLTVVLLRWEEELSRQPAVEEPAEVTATVLASRDDHGAPFSCRTELDMQPQGLGLFVNTSAPRQLRTFVLPVTPPRLVAPRFLEVETSWPVDCTLDGLFPASEAQVYLALGDQMLNATVMNHGDTLTATATATARADQEGAREIVCNVTLGG.... Protein 2 (ENSG00000168484) has sequence MDVGSKEVLMESPPDYSAAPRGRFGIPCCPVHLKRLLIVVVVVVLIVVVIVGALLMGLHMSQKHTEMVLEMSIGAPEAQQRLALSEHLVTTATFSIGSTGLVVYDYQQLLIAYKPAPGTCCYIMKIAPESIPSLEALTRKVHNFQMECSLQAKPAVPTSKLGQAEGRDAGSAPSGGDPAFLGMAVSTLCGEVPLYYI*MDVGSKEVLMESPPDYSAAPRGRFGIPCCPVHLKRLLIVVVVVVLIVVVIVGALLMGLHMSQKHTEMVLEMSIGAPEAQQRLALSEHLVTTATFSIGSTGLV.... Result: 1 (the proteins interact). (2) Protein 1 (ENSG00000110719) has sequence MGSMFRSEEVALVQLFLPTAAAYTCVSRLGELGLVEFRDLNASVSAFQRRFVVDVRRCEELEKTFTFLQEEVRRAGLVLPPPKGRLPAPPPRDLLRIQEETERLAQELRDVRGNQQALRAQLHQLQLHAAVLRQGHEPQLAAAHTDGASERTPLLQAPGGPHQDLRVNFVAGAVEPHKAPALERLLWRACRGFLIASFRELEQPLEHPVTGEPATWMTFLISYWGEQIGQKIRKITDCFHCHVFPFLQQEEARLGALQQLQQQSQELQEVLGETERFLSQVLGRVLQLLPPGQVQVHKMK.... Protein 2 (ENSG00000171747) has sequence MAYVPAPGYQPTYNPTLPYYQPIPGGLNVGMSVYIQGVASEHMKRFFVNFVVGQDPGSDVAFHFNPRFDGWDKVVFNTLQGGKWGSEERKRSMPFKKGAAFELVFIVLAEHYKVVVNGNPFYEYGHRLPLQMVTHLQVDGDLQLQSINFIGGQPLRPQGPPMMPPYPGPGHCHQQLNSLPTMEGPPTFNPPVPYFGRLQGGLTARRTIIIKGYVPPTGKSFAINFKVGSSGDIALHINPRMGNGTVVRNSLLNGSWGSEEKKITHNPFGPGQFFDLSIRCGLDRFKVYANGQHLFDFAHR.... Result: 0 (the proteins do not interact). (3) Protein 1 (ENSG00000128322) has sequence MRPGTGQGGLEAPGEPGPNLRQRWPLLLLGLAVVTHGLLRPTAASQSRALGPGAPGGSSRSSLRSRWGRSAQGHPLGHSVPAVL*MRPGTGQGGLEAPGEPGPNLRQRWPLLLLGLAVVTHGLLRPTAASQSRALGPGAPGGSSRSSLRSRWGRFLLQRGSWTGPRCWPRGFQSKHNSVTHVFGSGTQLTVLSQPKATPSVTLFPPSSEELQANKATLVCLMNDFYPGILTVTWKADGTPITQGVEMTTPSKQSNNKYAASSYLSLTPEQWRSRRSYSCQVMHEGSTVEKTVAPAECS*M.... Protein 2 (ENSG00000072501) has sequence MGFLKLIEIENFKSYKGRQIIGPFQRFTAIIGPNGSGKSNLMDAISFVLGEKTSNLRVKTLRDLIHGAPVGKPAANRAFVSMVYSEEGAEDRTFARVIVGGSSEYKINNKVVQLHEYSEELEKLGILIKARNFLVFQGAVESIAMKNPKERTALFEEISRSGELAQEYDKRKKEMVKAEEDTQFNYHRKKNIAAERKEAKQEKEEADRYQRLKDEVVRAQVQLQLFKLYHNEVEIEKLNKELASKNKEIEKDKKRMDKVEDELKEKKKELGKMMREQQQIEKEIKEKDSELNQKRPQYIK.... Result: 0 (the proteins do not interact). (4) Protein 1 (ENSG00000069482) has sequence MARGSALLLASLLLAAALSASAGLWSPAKEKRGWTLNSAGYLLGPHAVGNHRSFSDKNGLTSKRELRPEDDMKPGSFDRSIPENNIMRTIIEFLSFLHLKEAGALDRLLDLPAAASSEDIERS*. Protein 2 (ENSG00000105072) has sequence MASARKASRPMRDVFGDFSDVSLEDSTMEEIRNFQISRNLTKIAPGHSRFLKRNQTLDEKHLLLKENPVLGSGPRLASCRPPTTASRIRANAALMKLAQLETRIMNRKLQRNLSDTESDSMTADAGLPKRADRILSGGALELASQNTDKTSQNQARELPVTENNAQNAKVSRFLKKKQAPVENISPEAPAGKERTLQTPKQKEPARTFDSPDSDEEEMKVLLGSLMDSSREKNTNQGFSSANVSEEEERKLFSVPSQLRAFTVPSVELSSAKPSQTSHLPTSLAADRTLHSTRSRADYPQ.... Result: 0 (the proteins do not interact). (5) Protein 1 (ENSG00000172939) has sequence MSEDSSALPWSINRDDYELQEVIGSGATAVVQAAYCAPKKEKVAIKRINLEKCQTSMDELLKEIQAMSQCHHPNIVSYYTSFVVKDELWLVMKLLSGGSVLDIIKHIVAKGEHKSGVLDESTIATILREVLEGLEYLHKNGQIHRDVKAGNILLGEDGSVQIADFGVSAFLATGGDITRNKVRKTFVGTPCWMAPEVMEQVRGYDFKADIWSFGITAIELATGAAPYHKYPPMKVLMLTLQNDPPSLETGVQDKEMLKKYGKSFRKMISLCLQKDPEKRPTAAELLRHKFFQKAKNKEFL.... Protein 2 (ENSG00000240303) has sequence MKPGATGESDLAEVLPQHKFDSKSLEAYLNQHLSGFGAEREATLTIAQYRAGKSNPTFYLQKGFQTYVLRKKPPGSLLPKAHQIDREFKVQKALFSIGFPVPKPILYCSDTSVIGTEFYVMEHVQGRIFRDLTIPGLSPAERSAIYVATVETLAQLHSLNIQSLQLEGYGIGAGYCKRQVSTWTKQYQAAAHQDIPAMQQLSEWLMKNLPDNDNEENLIHGDFRLDNIVFHPKECRVIAVLDWELSTIGHPLSDLAHFSLFYFWPRTVPMINQGSYSENSGIPSMEELISIYCRCRGINS.... Result: 0 (the proteins do not interact).